From a dataset of Full USPTO retrosynthesis dataset with 1.9M reactions from patents (1976-2016). Predict the reactants needed to synthesize the given product. (1) Given the product [CH3:14][O:15][C:16](=[O:19])[CH2:17][NH:18][C:11]([NH:10][C:6]1[CH:7]=[CH:8][CH:9]=[C:4]([N+:1]([O-:3])=[O:2])[CH:5]=1)=[O:12], predict the reactants needed to synthesize it. The reactants are: [N+:1]([C:4]1[CH:5]=[C:6]([N:10]=[C:11]=[O:12])[CH:7]=[CH:8][CH:9]=1)([O-:3])=[O:2].Cl.[CH3:14][O:15][C:16](=[O:19])[CH2:17][NH2:18].C(N(CC)CC)C. (2) Given the product [CH3:1][C:2]1[O:6][C:5]([C:7]2[CH:8]=[CH:9][CH:10]=[CH:11][CH:12]=2)=[N:4][C:3]=1[CH2:13][O:14][C:15]1[CH:35]=[CH:34][C:18]([O:19][CH2:20][C:21]2[O:25][C:24]([C:26]3[CH:27]=[CH:28][CH:29]=[CH:30][CH:31]=3)=[N:23][C:22]=2[CH:32]=[O:33])=[CH:17][CH:16]=1, predict the reactants needed to synthesize it. The reactants are: [CH3:1][C:2]1[O:6][C:5]([C:7]2[CH:12]=[CH:11][CH:10]=[CH:9][CH:8]=2)=[N:4][C:3]=1[CH2:13][O:14][C:15]1[CH:35]=[CH:34][C:18]([O:19][CH2:20][C:21]2[O:25][C:24]([C:26]3[CH:31]=[CH:30][CH:29]=[CH:28][CH:27]=3)=[N:23][C:22]=2[CH2:32][OH:33])=[CH:17][CH:16]=1.